From a dataset of Forward reaction prediction with 1.9M reactions from USPTO patents (1976-2016). Predict the product of the given reaction. Given the reactants [CH2:1]([O:3][C:4]([C:6]1[C:10]([CH3:11])=[C:9]([C:12]2[CH:17]=[CH:16][C:15](Br)=[CH:14][CH:13]=2)[N:8]([C:19]2[CH:24]=[CH:23][CH:22]=[CH:21][C:20]=2[Cl:25])[N:7]=1)=[O:5])[CH3:2].[C-:26]#[N:27].[Na+], predict the reaction product. The product is: [CH2:1]([O:3][C:4]([C:6]1[C:10]([CH3:11])=[C:9]([C:12]2[CH:17]=[CH:16][C:15]([C:26]#[N:27])=[CH:14][CH:13]=2)[N:8]([C:19]2[CH:24]=[CH:23][CH:22]=[CH:21][C:20]=2[Cl:25])[N:7]=1)=[O:5])[CH3:2].